Task: Predict the reactants needed to synthesize the given product.. Dataset: Full USPTO retrosynthesis dataset with 1.9M reactions from patents (1976-2016) (1) Given the product [CH3:37][C:8]1[CH:9]=[C:10]([S:13]([N:16]2[CH2:25][C:24]([CH3:27])([CH3:26])[C:23]3[C:18](=[CH:19][C:20]([C:28]4[CH:29]=[CH:30][C:31]([O:34][CH3:35])=[CH:32][CH:33]=4)=[CH:21][CH:22]=3)[CH:17]2[CH3:36])(=[O:15])=[O:14])[CH:11]=[CH:12][C:7]=1[O:6][CH2:5][C:4]([OH:38])=[O:3], predict the reactants needed to synthesize it. The reactants are: C([O:3][C:4](=[O:38])[CH2:5][O:6][C:7]1[CH:12]=[CH:11][C:10]([S:13]([N:16]2[CH2:25][C:24]([CH3:27])([CH3:26])[C:23]3[C:18](=[CH:19][C:20]([C:28]4[CH:33]=[CH:32][C:31]([O:34][CH3:35])=[CH:30][CH:29]=4)=[CH:21][CH:22]=3)[CH:17]2[CH3:36])(=[O:15])=[O:14])=[CH:9][C:8]=1[CH3:37])C.[OH-].[Na+]. (2) Given the product [Cl:3][C:4]1[CH:12]=[CH:11][CH:10]=[C:9]2[C:5]=1[CH:6]=[CH:7][N:8]2[CH2:14][C:15]1[N:16]=[CH:17][N:18]([C:20]([C:21]2[CH:26]=[CH:25][CH:24]=[CH:23][CH:22]=2)([C:27]2[CH:28]=[CH:29][CH:30]=[CH:31][CH:32]=2)[C:33]2[CH:38]=[CH:37][CH:36]=[CH:35][CH:34]=2)[CH:19]=1, predict the reactants needed to synthesize it. The reactants are: [OH-].[K+].[Cl:3][C:4]1[CH:12]=[CH:11][CH:10]=[C:9]2[C:5]=1[CH:6]=[CH:7][NH:8]2.Cl[CH2:14][C:15]1[N:16]=[CH:17][N:18]([C:20]([C:33]2[CH:38]=[CH:37][CH:36]=[CH:35][CH:34]=2)([C:27]2[CH:32]=[CH:31][CH:30]=[CH:29][CH:28]=2)[C:21]2[CH:26]=[CH:25][CH:24]=[CH:23][CH:22]=2)[CH:19]=1.